From a dataset of Catalyst prediction with 721,799 reactions and 888 catalyst types from USPTO. Predict which catalyst facilitates the given reaction. (1) The catalyst class is: 27. Product: [ClH:1].[Cl:1][C:2]1[C:41]([C:42]([F:43])([F:44])[F:45])=[CH:40][CH:39]=[CH:38][C:3]=1[CH2:4][N:5]([CH2:24][CH:25]([C:32]1[CH:33]=[CH:34][CH:35]=[CH:36][CH:37]=1)[C:26]1[CH:27]=[CH:28][CH:29]=[CH:30][CH:31]=1)[CH2:6][CH2:7][CH2:8][O:9][C:10]1[CH:11]=[C:12]([CH:16]([CH2:20][CH2:21][CH2:22][CH3:23])[C:17]([OH:19])=[O:18])[CH:13]=[CH:14][CH:15]=1. Reactant: [Cl:1][C:2]1[C:41]([C:42]([F:45])([F:44])[F:43])=[CH:40][CH:39]=[CH:38][C:3]=1[CH2:4][N:5]([CH2:24][CH:25]([C:32]1[CH:37]=[CH:36][CH:35]=[CH:34][CH:33]=1)[C:26]1[CH:31]=[CH:30][CH:29]=[CH:28][CH:27]=1)[CH2:6][CH2:7][CH2:8][O:9][C:10]1[CH:11]=[C:12]([CH:16]([CH2:20][CH2:21][CH2:22][CH3:23])[C:17]([OH:19])=[O:18])[CH:13]=[CH:14][CH:15]=1.Cl. (2) Reactant: [CH3:1][CH:2]([CH2:28][CH2:29][CH3:30])[CH2:3][O:4][C:5]1[CH:10]=[CH:9][C:8]([C@@H:11]([NH:20]C(=O)OC(C)(C)C)[CH2:12][N:13]2[CH2:18][CH2:17][N:16]([CH3:19])[CH2:15][CH2:14]2)=[CH:7][CH:6]=1.FC(F)(F)C(O)=O. Product: [CH3:1][CH:2]([CH2:28][CH2:29][CH3:30])[CH2:3][O:4][C:5]1[CH:10]=[CH:9][C:8]([CH:11]([NH2:20])[CH2:12][N:13]2[CH2:14][CH2:15][N:16]([CH3:19])[CH2:17][CH2:18]2)=[CH:7][CH:6]=1. The catalyst class is: 4. (3) Reactant: C([O:3][CH2:4][C:5]1[N:6]([CH2:19][CH:20]([CH3:22])[CH3:21])[C:7]2[C:16]3[N:15]=[CH:14][CH:13]=[CH:12][C:11]=3[N:10]=[C:9]([NH2:17])[C:8]=2[N:18]=1)C.CC(C)CN.NCC(C)(O)C.B(Br)(Br)Br. Product: [NH2:17][C:9]1[C:8]2[N:18]=[C:5]([CH2:4][OH:3])[N:6]([CH2:19][CH:20]([CH3:22])[CH3:21])[C:7]=2[C:16]2[N:15]=[CH:14][CH:13]=[CH:12][C:11]=2[N:10]=1. The catalyst class is: 4. (4) Reactant: [OH-].[Na+].[CH3:3][NH:4][CH2:5][CH2:6][C@H:7]([O:13][C:14]1[CH:15]=[CH:16][CH:17]=[C:18]2[CH:23]=[CH:22][CH:21]=[CH:20][C:19]=12)[C:8]1[S:12][CH:11]=[CH:10][CH:9]=1.C([O-])(=O)/C=C\C([O-])=O.O. Product: [CH3:3][NH:4][CH2:5][CH2:6][C@H:7]([O:13][C:14]1[CH:15]=[CH:16][CH:17]=[C:18]2[CH:23]=[CH:22][CH:21]=[CH:20][C:19]=12)[C:8]1[S:12][CH:11]=[CH:10][CH:9]=1. The catalyst class is: 11. (5) Reactant: [CH3:1][O:2][C:3](=[O:35])[C@@H:4]([NH:14][C:15]([C:17]1[S:18][C:19]([C:24](=[O:34])[NH:25][CH2:26][C:27]2[CH:32]=[CH:31][CH:30]=[C:29]([OH:33])[CH:28]=2)=[CH:20][C:21]=1[C:22]#[N:23])=[O:16])[CH2:5][NH:6]C(OC(C)(C)C)=O.[ClH:36]. Product: [ClH:36].[CH3:1][O:2][C:3](=[O:35])[C@@H:4]([NH:14][C:15]([C:17]1[S:18][C:19]([C:24](=[O:34])[NH:25][CH2:26][C:27]2[CH:32]=[CH:31][CH:30]=[C:29]([OH:33])[CH:28]=2)=[CH:20][C:21]=1[C:22]#[N:23])=[O:16])[CH2:5][NH2:6]. The catalyst class is: 12. (6) Reactant: [CH3:1][O:2][C:3]1[CH:10]=[CH:9][C:6]([CH2:7][NH2:8])=[CH:5][CH:4]=1.Cl.[CH2:12]([C:19](O)=O)[C:13](CC(O)=O)=O.O=[C:23]([C:28]1[CH:33]=[CH:32][C:31]([C:34]([F:37])([F:36])[F:35])=[CH:30][CH:29]=1)[CH2:24][CH2:25][CH:26]=O.C([O-])(O)=[O:39].[Na+].[OH-].[Na+]. Product: [CH3:1][O:2][C:3]1[CH:10]=[CH:9][C:6]([CH2:7][N:8]2[C@@H:13]3[CH2:12][CH2:19][C@@:23]2([C:28]2[CH:33]=[CH:32][C:31]([C:34]([F:37])([F:36])[F:35])=[CH:30][CH:29]=2)[CH2:24][C:25](=[O:39])[CH2:26]3)=[CH:5][CH:4]=1. The catalyst class is: 90. (7) Reactant: [CH2:1]([N:3]1[CH2:8][CH2:7][N:6]([CH2:9][C:10]([O:12]C)=[O:11])[CH2:5][CH2:4]1)[CH3:2]. Product: [CH2:1]([N:3]1[CH2:8][CH2:7][N:6]([CH2:9][C:10]([OH:12])=[O:11])[CH2:5][CH2:4]1)[CH3:2]. The catalyst class is: 33. (8) Reactant: I[CH:2]([CH3:8])[CH2:3][C:4]([F:7])([F:6])[F:5].[C:9]1([SH:15])[CH:14]=[CH:13][CH:12]=[CH:11][CH:10]=1.C(=O)([O-])[O-].[K+].[K+]. Product: [F:5][C:4]([F:7])([F:6])[CH2:3][CH:2]([S:15][C:9]1[CH:14]=[CH:13][CH:12]=[CH:11][CH:10]=1)[CH3:8]. The catalyst class is: 869. (9) Reactant: C(O[C:6]([C@@H:8]1[CH2:12][C@H:11]([O:13][C:14]2[C:23]3[C:18](=[CH:19][C:20]([O:24][CH3:25])=[CH:21][CH:22]=3)[N:17]=[C:16]([C:26]3[CH:31]=[CH:30][CH:29]=[CH:28][CH:27]=3)[CH:15]=2)[CH2:10][C@H:9]1[C:32](=[O:44])[NH:33][C@:34]1([C:39]([O:41][CH2:42][CH3:43])=[O:40])[CH2:36][C@H:35]1[CH:37]=[CH2:38])=[O:7])(C)(C)C.C([SiH]([CH2:50][CH3:51])CC)C.C(O)(C(F)(F)F)=O.C(OC(=O)[NH:65][C@H:66]([C:71](=[O:84])[NH:72][C@@H:73](C1CCCCC1)[C:74](=[O:77])[NH:75][CH3:76])[C:67]([CH3:70])([CH3:69])[CH3:68])(C)(C)C.CN(C(ON1N=N[C:96]2[CH:97]=[CH:98]C=N[C:95]1=2)=[N+](C)C)C.F[P-](F)(F)(F)(F)F.C(OC([C@@H]1C[C@@H](O)C[C@H]1C(=O)N[C@]1(C(OCC)=O)C[C@H]1C=C)=O)(C)(C)C. Product: [CH2:42]([O:41][C:39]([C@@:34]1([NH:33][C:32]([C@@H:9]2[CH2:10][C@@H:11]([O:13][C:14]3[C:23]4[C:18](=[CH:19][C:20]([O:24][CH3:25])=[CH:21][CH:22]=4)[N:17]=[C:16]([C:26]4[CH:27]=[CH:28][CH:29]=[CH:30][CH:31]=4)[CH:15]=3)[CH2:12][C@H:8]2[C:6](=[O:7])[NH:65][C@H:66]([C:71](=[O:84])[NH:72][C@@H:73]([CH:51]2[CH2:50][CH2:98][CH2:97][CH2:96][CH2:95]2)[C:74](=[O:77])[NH:75][CH3:76])[C:67]([CH3:69])([CH3:70])[CH3:68])=[O:44])[CH2:36][C@H:35]1[CH:37]=[CH2:38])=[O:40])[CH3:43]. The catalyst class is: 2.